This data is from Full USPTO retrosynthesis dataset with 1.9M reactions from patents (1976-2016). The task is: Predict the reactants needed to synthesize the given product. Given the product [CH:1]([C:3]([C:5]1[CH:6]=[CH:7][C:8]([O:11][C:21](=[O:22])[C:20]2[CH:24]=[CH:25][C:17]([CH2:12][CH2:13][CH2:14][CH2:15][CH3:16])=[CH:18][CH:19]=2)=[CH:9][CH:10]=1)=[O:4])=[CH2:2], predict the reactants needed to synthesize it. The reactants are: [CH:1]([C:3]([C:5]1[CH:10]=[CH:9][C:8]([OH:11])=[CH:7][CH:6]=1)=[O:4])=[CH2:2].[CH2:12]([C:17]1[CH:25]=[CH:24][C:20]([C:21](O)=[O:22])=[CH:19][CH:18]=1)[CH2:13][CH2:14][CH2:15][CH3:16].C1CCC(N=C=NC2CCCCC2)CC1.